This data is from Forward reaction prediction with 1.9M reactions from USPTO patents (1976-2016). The task is: Predict the product of the given reaction. (1) Given the reactants Cl.CN[O:4][CH3:5].O.O[N:8]1[C:12]2[CH:13]=[CH:14][CH:15]=[CH:16][C:11]=2N=N1.[CH2:17](N(CC)CC)C.[C:24]([OH:30])([C:26](F)(F)F)=O.[CH3:31][N:32]([CH:34]=[O:35])C, predict the reaction product. The product is: [NH2:8][C:12]1[C:11]([O:30][CH:24]2[CH2:17][CH2:26]2)=[CH:16][CH:15]=[CH:14][C:13]=1[C:34]([N:32]([O:4][CH3:5])[CH3:31])=[O:35]. (2) Given the reactants [F:1][C:2]1[C:10]([NH:11][S:12]([CH2:15][CH2:16][CH3:17])(=[O:14])=[O:13])=[CH:9][CH:8]=[C:7]([F:18])[C:3]=1C(O)=O.[CH2:19]([N:21]([CH2:24][CH3:25])[CH2:22]C)C.C1C=CC(OP(OC2C=CC=CC=2)([N:35]=[N+]=[N-])=O)=CC=1.CNC1[N:55]=[CH:54][N:53]=[C:52]2C=1[N:49]=[CH:50][NH:51]2.[OH2:56], predict the reaction product. The product is: [F:1][C:2]1[C:3]([NH:35][C:19]([N:21]([CH3:22])[C:24]2[N:55]=[CH:54][N:53]=[C:52]3[C:25]=2[N:49]=[CH:50][NH:51]3)=[O:56])=[C:7]([F:18])[CH:8]=[CH:9][C:10]=1[NH:11][S:12]([CH2:15][CH2:16][CH3:17])(=[O:13])=[O:14]. (3) Given the reactants Br[C:2]1[N:3]=[C:4]2[CH:10]=[CH:9][N:8]([S:11]([C:14]3[CH:19]=[CH:18][CH:17]=[CH:16][CH:15]=3)(=[O:13])=[O:12])[C:5]2=[N:6][CH:7]=1.[CH3:20][O:21][C:22]1[CH:23]=[C:24](/[CH:30]=[CH:31]/B2OC(C)(C)C(C)(C)O2)[CH:25]=[C:26]([O:28][CH3:29])[CH:27]=1.ClCCl.P([O-])([O-])([O-])=O.[K+].[K+].[K+], predict the reaction product. The product is: [CH3:29][O:28][C:26]1[CH:25]=[C:24](/[CH:30]=[CH:31]/[C:2]2[N:3]=[C:4]3[CH:10]=[CH:9][N:8]([S:11]([C:14]4[CH:19]=[CH:18][CH:17]=[CH:16][CH:15]=4)(=[O:13])=[O:12])[C:5]3=[N:6][CH:7]=2)[CH:23]=[C:22]([O:21][CH3:20])[CH:27]=1. (4) Given the reactants [CH3:1][C:2]1[CH:7]=[CH:6][CH:5]=[CH:4][C:3]=1[NH:8][C:9]([NH:11][C:12]1[CH:17]=[CH:16][C:15]([NH:18][C:19](=[O:42])[CH:20]([C:36]2[CH:41]=[CH:40][CH:39]=[CH:38][CH:37]=2)[CH2:21][C:22]([NH:24][C:25]2[CH:35]=[CH:34][C:28]([C:29]([O:31]CC)=[O:30])=[CH:27][CH:26]=2)=[O:23])=[CH:14][CH:13]=1)=[O:10].C1COCC1.[Li+].[OH-], predict the reaction product. The product is: [CH3:1][C:2]1[CH:7]=[CH:6][CH:5]=[CH:4][C:3]=1[NH:8][C:9]([NH:11][C:12]1[CH:13]=[CH:14][C:15]([NH:18][C:19](=[O:42])[CH:20]([C:36]2[CH:41]=[CH:40][CH:39]=[CH:38][CH:37]=2)[CH2:21][C:22]([NH:24][C:25]2[CH:26]=[CH:27][C:28]([C:29]([OH:31])=[O:30])=[CH:34][CH:35]=2)=[O:23])=[CH:16][CH:17]=1)=[O:10]. (5) Given the reactants [C:1]1([C:10]2[CH:15]=[CH:14][CH:13]=[CH:12][CH:11]=2)[C:2]([C:7]([OH:9])=O)=[CH:3][CH:4]=[CH:5][CH:6]=1.N#N.[Br:18][C:19]1[CH:20]=[C:21]([CH:26]=[CH:27][CH:28]=1)[C:22]([NH:24][NH2:25])=O.CCN(C(C)C)C(C)C.F[B-](F)(F)F.N1(OC(N(C)C)=[N+](C)C)C2C=CC=CC=2N=N1.S(Cl)(C1C=CC(C)=CC=1)(=O)=O, predict the reaction product. The product is: [C:1]1([C:10]2[CH:15]=[CH:14][CH:13]=[CH:12][CH:11]=2)[CH:6]=[CH:5][CH:4]=[CH:3][C:2]=1[C:7]1[O:9][C:22]([C:21]2[CH:26]=[CH:27][CH:28]=[C:19]([Br:18])[CH:20]=2)=[N:24][N:25]=1. (6) Given the reactants [F:1][C:2]1[CH:7]=[CH:6][C:5]([NH:8][C:9]([C:11]2[C:15]([NH2:16])=[CH:14][NH:13][N:12]=2)=[O:10])=[CH:4][CH:3]=1.[C:17](OC(=O)C)(=[O:19])[CH3:18], predict the reaction product. The product is: [F:1][C:2]1[CH:3]=[CH:4][C:5]([NH:8][C:9]([C:11]2[C:15]([NH:16][C:17](=[O:19])[CH3:18])=[CH:14][NH:13][N:12]=2)=[O:10])=[CH:6][CH:7]=1. (7) The product is: [O:14]=[C:15]1[CH:16]=[CH:17][N:9]2[N:8]=[CH:7][C:6]([C:4]([O:3][CH2:1][CH3:2])=[O:5])=[C:10]2[NH:11]1. Given the reactants [CH2:1]([O:3][C:4]([C:6]1[CH:7]=[N:8][NH:9][C:10]=1[NH2:11])=[O:5])[CH3:2].C([O:14]/[CH:15]=[CH:16]/[C:17](OCC)=O)C.C(=O)([O-])[O-].[Cs+].[Cs+].Cl, predict the reaction product.